This data is from Full USPTO retrosynthesis dataset with 1.9M reactions from patents (1976-2016). The task is: Predict the reactants needed to synthesize the given product. Given the product [F:1][C:2]1[CH:3]=[C:4]2[C:8](=[CH:9][CH:10]=1)[NH:7][C:6]([C:11]1[CH:16]=[CH:15][C:14]([NH:19][CH3:18])=[N:13][CH:12]=1)=[CH:5]2, predict the reactants needed to synthesize it. The reactants are: [F:1][C:2]1[CH:3]=[C:4]2[C:8](=[CH:9][CH:10]=1)[NH:7][C:6]([C:11]1[CH:12]=[N:13][C:14](F)=[CH:15][CH:16]=1)=[CH:5]2.[CH3:18][NH2:19].